Dataset: Catalyst prediction with 721,799 reactions and 888 catalyst types from USPTO. Task: Predict which catalyst facilitates the given reaction. Reactant: [N:1]1([C:6]2[N:11]=[C:10]([C:12]3[S:13][CH:14]=[CH:15][CH:16]=3)[N:9]=[C:8]([NH2:17])[CH:7]=2)[CH:5]=[CH:4][CH:3]=[N:2]1.[C:18](O[C:18]([O:19][CH2:20][CH3:21])=[O:22])(=[O:22])[O:19][CH2:20][CH3:21].O. Product: [N:1]1([C:6]2[N:11]=[C:10]([C:12]3[S:13][CH:14]=[CH:15][CH:16]=3)[N:9]=[C:8]([NH:17][C:18](=[O:22])[O:19][CH2:20][CH3:21])[CH:7]=2)[CH:5]=[CH:4][CH:3]=[N:2]1. The catalyst class is: 367.